This data is from NCI-60 drug combinations with 297,098 pairs across 59 cell lines. The task is: Regression. Given two drug SMILES strings and cell line genomic features, predict the synergy score measuring deviation from expected non-interaction effect. (1) Drug 1: CCCS(=O)(=O)NC1=C(C(=C(C=C1)F)C(=O)C2=CNC3=C2C=C(C=N3)C4=CC=C(C=C4)Cl)F. Drug 2: C1CC(=O)NC(=O)C1N2C(=O)C3=CC=CC=C3C2=O. Cell line: SF-268. Synergy scores: CSS=0.226, Synergy_ZIP=3.48, Synergy_Bliss=6.28, Synergy_Loewe=-32.4, Synergy_HSA=3.22. (2) Drug 1: B(C(CC(C)C)NC(=O)C(CC1=CC=CC=C1)NC(=O)C2=NC=CN=C2)(O)O. Drug 2: CC1C(C(CC(O1)OC2CC(CC3=C2C(=C4C(=C3O)C(=O)C5=C(C4=O)C(=CC=C5)OC)O)(C(=O)CO)O)N)O.Cl. Cell line: SK-MEL-5. Synergy scores: CSS=96.0, Synergy_ZIP=4.31, Synergy_Bliss=4.67, Synergy_Loewe=2.69, Synergy_HSA=4.53. (3) Drug 1: COC1=C(C=C2C(=C1)N=CN=C2NC3=CC(=C(C=C3)F)Cl)OCCCN4CCOCC4. Drug 2: CC1CCCC2(C(O2)CC(NC(=O)CC(C(C(=O)C(C1O)C)(C)C)O)C(=CC3=CSC(=N3)C)C)C. Cell line: SF-539. Synergy scores: CSS=10.2, Synergy_ZIP=-4.20, Synergy_Bliss=-1.16, Synergy_Loewe=0.156, Synergy_HSA=0.197. (4) Drug 1: CS(=O)(=O)C1=CC(=C(C=C1)C(=O)NC2=CC(=C(C=C2)Cl)C3=CC=CC=N3)Cl. Drug 2: CC1C(C(CC(O1)OC2CC(CC3=C2C(=C4C(=C3O)C(=O)C5=C(C4=O)C(=CC=C5)OC)O)(C(=O)C)O)N)O.Cl. Cell line: MALME-3M. Synergy scores: CSS=35.6, Synergy_ZIP=-0.841, Synergy_Bliss=7.34, Synergy_Loewe=-12.6, Synergy_HSA=4.85. (5) Drug 1: C1CN(CCN1C(=O)CCBr)C(=O)CCBr. Drug 2: CN(C(=O)NC(C=O)C(C(C(CO)O)O)O)N=O. Cell line: MALME-3M. Synergy scores: CSS=13.7, Synergy_ZIP=-5.07, Synergy_Bliss=-4.31, Synergy_Loewe=-0.805, Synergy_HSA=-4.86. (6) Drug 1: CC1=C(C=C(C=C1)NC2=NC=CC(=N2)N(C)C3=CC4=NN(C(=C4C=C3)C)C)S(=O)(=O)N.Cl. Drug 2: CC1=C(N=C(N=C1N)C(CC(=O)N)NCC(C(=O)N)N)C(=O)NC(C(C2=CN=CN2)OC3C(C(C(C(O3)CO)O)O)OC4C(C(C(C(O4)CO)O)OC(=O)N)O)C(=O)NC(C)C(C(C)C(=O)NC(C(C)O)C(=O)NCCC5=NC(=CS5)C6=NC(=CS6)C(=O)NCCC[S+](C)C)O. Cell line: CCRF-CEM. Synergy scores: CSS=7.75, Synergy_ZIP=2.27, Synergy_Bliss=-0.159, Synergy_Loewe=-2.55, Synergy_HSA=0.316. (7) Drug 1: C1C(C(OC1N2C=C(C(=O)NC2=O)F)CO)O. Drug 2: CC1CCCC2(C(O2)CC(NC(=O)CC(C(C(=O)C(C1O)C)(C)C)O)C(=CC3=CSC(=N3)C)C)C. Cell line: MCF7. Synergy scores: CSS=20.4, Synergy_ZIP=-10.3, Synergy_Bliss=-13.1, Synergy_Loewe=-8.54, Synergy_HSA=-7.44. (8) Synergy scores: CSS=30.2, Synergy_ZIP=1.57, Synergy_Bliss=0.817, Synergy_Loewe=-21.5, Synergy_HSA=-2.77. Cell line: UO-31. Drug 1: C1C(C(OC1N2C=NC3=C(N=C(N=C32)Cl)N)CO)O. Drug 2: C1=NNC2=C1C(=O)NC=N2.